Dataset: Full USPTO retrosynthesis dataset with 1.9M reactions from patents (1976-2016). Task: Predict the reactants needed to synthesize the given product. (1) Given the product [C:17]([N:20]1[CH2:25][CH2:24][N:23]([C:26]2[CH:27]=[C:28]([C:11]3[CH:12]=[C:2]([F:1])[C:3]([C:4]([O:6][CH2:7][CH3:8])=[O:5])=[C:9]([NH2:35])[C:10]=3[N+:14]([O-:16])=[O:15])[CH:30]=[CH:31][CH:32]=2)[CH2:22][CH2:21]1)(=[O:19])[CH3:18], predict the reactants needed to synthesize it. The reactants are: [F:1][C:2]1[CH:12]=[C:11](F)[C:10]([N+:14]([O-:16])=[O:15])=[CH:9][C:3]=1[C:4]([O:6][CH2:7][CH3:8])=[O:5].[C:17]([N:20]1[CH2:25][CH2:24][N:23]([C:26]2[CH:27]=[C:28]([CH:30]=[CH:31][CH:32]=2)N)[CH2:22][CH2:21]1)(=[O:19])[CH3:18].C([N:35](CC)CC)C.O. (2) The reactants are: Cl[C:2]1[CH:7]=[CH:6][C:5]([O:8][CH3:9])=[CH:4][C:3]=1[N+:10]([O-])=O.[C:13]1([NH:19][C:20](=O)[CH3:21])[CH:18]=[CH:17][CH:16]=[CH:15][CH:14]=1. Given the product [CH3:9][O:8][C:5]1[CH:6]=[CH:7][C:2]2[N:19]([C:13]3[CH:18]=[CH:17][CH:16]=[CH:15][CH:14]=3)[C:20]([CH3:21])=[N:10][C:3]=2[CH:4]=1, predict the reactants needed to synthesize it. (3) Given the product [CH3:16][N:11]1[C:12]2[C:8](=[CH:7][C:6]([N+:3]([O-:5])=[O:4])=[CH:14][CH:13]=2)[CH:9]=[N:10]1, predict the reactants needed to synthesize it. The reactants are: [H-].[Na+].[N+:3]([C:6]1[CH:7]=[C:8]2[C:12](=[CH:13][CH:14]=1)[NH:11][N:10]=[CH:9]2)([O-:5])=[O:4].I[CH3:16]. (4) Given the product [CH2:12]([O:19][C:20]1[C:27]([O:28][CH3:29])=[C:26]([O:30][CH3:31])[CH:25]=[CH:24][C:21]=1/[CH:22]=[CH:11]/[C:9]([C:4]1[CH:3]=[C:2]([CH3:1])[CH:7]=[CH:6][C:5]=1[OH:8])=[O:10])[C:13]1[CH:14]=[CH:15][CH:16]=[CH:17][CH:18]=1, predict the reactants needed to synthesize it. The reactants are: [CH3:1][C:2]1[CH:7]=[CH:6][C:5]([OH:8])=[C:4]([C:9]([CH3:11])=[O:10])[CH:3]=1.[CH2:12]([O:19][C:20]1[C:27]([O:28][CH3:29])=[C:26]([O:30][CH3:31])[CH:25]=[CH:24][C:21]=1[CH:22]=O)[C:13]1[CH:18]=[CH:17][CH:16]=[CH:15][CH:14]=1. (5) Given the product [OH:70][CH:71]1[CH2:76][CH2:75][CH2:74][CH2:73][CH:72]1[C:77]([O:79][CH2:80][CH3:81])=[O:78], predict the reactants needed to synthesize it. The reactants are: P([O-])(O)(O)=O.[K+].P([O-])([O-])(O)=O.[K+].[K+].C1C=[N+]([C@@H]2O[C@H](COP(OP(OC[C@H]3O[C@@H](N4C5N=CN=C(N)C=5N=C4)[C@H](O)[C@@H]3O)(O)=O)(O)=O)[C@@H](O)[C@H]2O)C=C(C(N)=O)C=1.O=C[C@@H]([C@H]([C@@H]([C@@H](CO)O)O)O)O.[O:70]=[C:71]1[CH2:76][CH2:75][CH2:74][CH2:73][CH:72]1[C:77]([O:79][CH2:80][CH3:81])=[O:78].C(=O)([O-])[O-].[Na+].[Na+].